From a dataset of Full USPTO retrosynthesis dataset with 1.9M reactions from patents (1976-2016). Predict the reactants needed to synthesize the given product. (1) Given the product [Br:1][C:2]1[CH:6]=[C:5]([N:7]2[CH2:11][CH2:10][CH2:9][C@@H:8]2[CH2:12][N:17]2[CH2:18][CH2:19][CH2:16][CH2:15]2)[N:4]([CH3:14])[N:3]=1, predict the reactants needed to synthesize it. The reactants are: [Br:1][C:2]1[CH:6]=[C:5]([N:7]2[CH2:11][CH2:10][CH2:9][C@@H:8]2[CH2:12]O)[N:4]([CH3:14])[N:3]=1.[CH2:15]([N:17](CC)[CH2:18][CH3:19])[CH3:16].CS(Cl)(=O)=O. (2) Given the product [Cl:1][C:2]1[N:7]=[CH:6][C:5]([CH2:8][N:9]2[CH2:17][CH2:18][CH:19]([OH:31])[CH:20]3[O:21][C:22](=[O:30])[CH:23]=[C:24]23)=[CH:4][CH:3]=1, predict the reactants needed to synthesize it. The reactants are: [Cl:1][C:2]1[N:7]=[CH:6][C:5]([CH2:8][N:9]([CH2:17][CH2:18][CH:19]([OH:31])[CH:20]2[C:24](N3CCCC3)=[CH:23][C:22](=[O:30])[O:21]2)C(=O)OC(C)(C)C)=[CH:4][CH:3]=1. (3) Given the product [C:28]([C:30]1[CH:35]=[CH:34][C:33]([O:22][CH2:21][C@@H:19]2[CH2:20][C@H:18]2[C:16]([NH:15][CH2:14][C:11]2[CH:12]=[CH:13][C:8]([C:4]3[C:3]([C:24]([O:26][CH3:27])=[O:25])=[C:2]([F:1])[CH:7]=[CH:6][CH:5]=3)=[CH:9][C:10]=2[F:23])=[O:17])=[CH:32][CH:31]=1)#[N:29], predict the reactants needed to synthesize it. The reactants are: [F:1][C:2]1[CH:7]=[CH:6][CH:5]=[C:4]([C:8]2[CH:13]=[CH:12][C:11]([CH2:14][NH:15][C:16]([C@@H:18]3[CH2:20][C@H:19]3[CH2:21][OH:22])=[O:17])=[C:10]([F:23])[CH:9]=2)[C:3]=1[C:24]([O:26][CH3:27])=[O:25].[C:28]([C:30]1[CH:35]=[CH:34][C:33](O)=[CH:32][CH:31]=1)#[N:29].C1(P(C2C=CC=CC=2)C2C=CC=CC=2)C=CC=CC=1.CCOC(/N=N/C(OCC)=O)=O. (4) Given the product [CH2:19]([N:16]1[CH2:17][CH2:18][N:13]2[N:12]=[C:11]([NH:10][C:4]3[C:5](=[O:9])[N:6]([CH3:8])[CH:7]=[C:2]([C:28]4[C:27]([CH2:26][O:25][C:22](=[O:24])[CH3:23])=[C:32]([N:33]5[CH2:44][CH2:43][N:42]6[C:35](=[CH:36][C:37]7[CH2:38][C:39]([CH3:45])([CH3:46])[CH2:40][C:41]=76)[C:34]5=[O:47])[CH:31]=[C:30]([F:48])[CH:29]=4)[CH:3]=3)[CH:21]=[C:14]2[CH2:15]1)[CH3:20], predict the reactants needed to synthesize it. The reactants are: Br[C:2]1[CH:3]=[C:4]([NH:10][C:11]2[CH:21]=[C:14]3[CH2:15][N:16]([CH2:19][CH3:20])[CH2:17][CH2:18][N:13]3[N:12]=2)[C:5](=[O:9])[N:6]([CH3:8])[CH:7]=1.[C:22]([O:25][CH2:26][C:27]1[C:32]([N:33]2[CH2:44][CH2:43][N:42]3[C:35](=[CH:36][C:37]4[CH2:38][C:39]([CH3:46])([CH3:45])[CH2:40][C:41]=43)[C:34]2=[O:47])=[CH:31][C:30]([F:48])=[CH:29][C:28]=1B1OC(C)(C)C(C)(C)O1)(=[O:24])[CH3:23].COCCOC.C(=O)([O-])[O-].[Na+].[Na+].